From a dataset of B-cell epitopes from IEDB database with 3,159 antigens for binding position prediction. Token-level Classification. Given an antigen amino acid sequence, predict which amino acid positions are active epitope sites capable of antibody binding. Output is a list of indices for active positions. (1) Given the antigen sequence: MSVELEEALPVTTAEGMAKKVTKAGGSAALSPSKKRKNSKKKNQPGKYSQLVVETIRRLGERNGSSLAKIYTEAKKVPWFDQQNGRTYLKYSIKALVQNDTLLQVKGTGANGSFKLNRKKLEGGGERRGAPAAATAPAPTAHKAKKAAPGAAGSRRADKKPARGQKPEQRSHKKGAGAKKDKGGKAKKTAAAGGKKVKKAAKPSVPKVPKGRK, which amino acid positions are active epitope sites? The epitope positions are: [132, 133, 134, 135, 136, 137, 138, 139, 140, 141, 142, 143, 144, 145, 146]. The amino acids at these positions are: AATAPAPTAHKAKKA. (2) Given the antigen sequence: MATHRLVMVRHGETTWNQENRFCGWFDAELSEKGTEEAKRGAKAIKDAKMEFDICYTSVLKRAIRTLWAILDGTDQMWLPVVRTWRFNERHYGGLTGFNKAETAAKHGEEQVRSWRRSFDIPPPPMDEKHPYYNSISKERRYAGLKPGELPTCESLKDTIARALPFWNEEIVPQIKAGKRVLIAAHGNSLRGIVKHLEGMSDQAIMELNLPTGIPIVYELNKELKPTKPMQFLGDEETVRKAMEAVAAQGKAK, which amino acid positions are active epitope sites? The epitope positions are: [180, 181, 182, 183, 184, 185, 186, 187, 188, 189, 190, 191, 192, 193, 194]. The amino acids at these positions are: VLIAAHGNSLRGIVK. (3) Given the antigen sequence: MGTNLSVPNPLGFFPDHQLDPAFKANSENPDWDLNPHKDNWPDANKVGVGAFGPGFTPPHGGLLGWNPQAQGILTTVPAAPPPASTNRQSGRQPTPISPPLRDTHPQVMQWNSTTFHQTLQDPRVRALYFPAGGSSSETVSPAQNTVSAISSILSTTGDPVPNMENIASGLLGPLLALQAGFFSLTKILTIPQSLDSWWTSLNFLGGTPVCLGQNSQSQISSHSPTCCPPICPGYRWMCLRRFIIFLCILLLCLIFLLVLLDYQGMLPVCPLIPGSSTTSTGPCKTCTTPAQGTSMFPSCCCTKPTDGNCTCIPIPSSWAFAKYLWEWASVRFSWLSSLVPFVQWFVGLSPTVWLSVIWMMWYWGPSLYNILSPFMPLLPIFFCLWVYI, which amino acid positions are active epitope sites? The epitope positions are: [261, 262, 263, 264, 265, 266, 267, 268, 269, 270, 271, 272, 273, 274, 275, 276, 277, 278, 279, 280... (23 total positions)]. The amino acids at these positions are: DYQGMLPVCPLIPGSSTTSTGPC.